Dataset: Reaction yield outcomes from USPTO patents with 853,638 reactions. Task: Predict the reaction yield, written as a fraction of the theoretical maximum amount of product (1.0 means a 100% yield; for example, 0.34 means a 34% yield). The reactants are [OH-:1].[Na+].[CH:3]([N:6]1[C:10]([C:11]([F:14])([F:13])[F:12])=[C:9](CC#N)[CH:8]=[N:7]1)([CH3:5])[CH3:4].[CH3:18][CH2:19][OH:20]. No catalyst specified. The product is [CH:3]([N:6]1[C:10]([C:11]([F:14])([F:13])[F:12])=[C:9]([CH2:18][C:19]([OH:1])=[O:20])[CH:8]=[N:7]1)([CH3:5])[CH3:4]. The yield is 0.750.